This data is from Reaction yield outcomes from USPTO patents with 853,638 reactions. The task is: Predict the reaction yield, written as a fraction of the theoretical maximum amount of product (1.0 means a 100% yield; for example, 0.34 means a 34% yield). (1) The reactants are NC1(C2C=CC(C3C(=O)C4C(=CC=C(F)C=4)OC=3C3C=CC=CC=3)=CC=2)CCC1.C(OC(=O)[NH:36][C:37]1([C:41]2[CH:46]=[CH:45][C:44]([C:47]3[C:56](=[O:57])[C:55]4[C:50](=[CH:51][C:52]([O:59][CH3:60])=[C:53]([Br:58])[CH:54]=4)[O:49][C:48]=3[C:61]3[CH:66]=[CH:65][CH:64]=[CH:63][CH:62]=3)=[CH:43][CH:42]=2)[CH2:40][CH2:39][CH2:38]1)(C)(C)C. No catalyst specified. The product is [NH2:36][C:37]1([C:41]2[CH:42]=[CH:43][C:44]([C:47]3[C:56](=[O:57])[C:55]4[C:50](=[CH:51][C:52]([O:59][CH3:60])=[C:53]([Br:58])[CH:54]=4)[O:49][C:48]=3[C:61]3[CH:66]=[CH:65][CH:64]=[CH:63][CH:62]=3)=[CH:45][CH:46]=2)[CH2:38][CH2:39][CH2:40]1. The yield is 0.760. (2) The reactants are O[Li].O.[CH3:4][C@H:5]1[C:13]2[C:12]([N:14]3[CH2:19][CH2:18][N:17]([C:20]([O:22][C:23]([CH3:26])([CH3:25])[CH3:24])=[O:21])[CH2:16][CH2:15]3)=[N:11][CH:10]=[N:9][C:8]=2[C@H:7]([O:27]C(=O)C2C=CC([N+]([O-])=O)=CC=2)[CH2:6]1.C1COCC1. The catalyst is O. The product is [OH:27][C@H:7]1[C:8]2[N:9]=[CH:10][N:11]=[C:12]([N:14]3[CH2:19][CH2:18][N:17]([C:20]([O:22][C:23]([CH3:26])([CH3:25])[CH3:24])=[O:21])[CH2:16][CH2:15]3)[C:13]=2[C@H:5]([CH3:4])[CH2:6]1. The yield is 1.00. (3) The reactants are [N:1]1[C:10]2[CH:9]=[CH:8][CH:7]=[C:6]([OH:11])[C:5]=2[CH:4]=[CH:3][CH:2]=1.C([O-])([O-])=O.[K+].[K+].I[CH:19]([CH3:21])[CH3:20]. The catalyst is CN(C=O)C. The product is [CH:19]([O:11][C:6]1[CH:7]=[CH:8][CH:9]=[C:10]2[C:5]=1[CH:4]=[CH:3][CH:2]=[N:1]2)([CH3:21])[CH3:20]. The yield is 0.910. (4) No catalyst specified. The yield is 0.640. The product is [Cl:22][C:16]1[CH:15]=[C:14]([C:7]2[C:6]3[C:10](=[C:2]([Cl:1])[CH:3]=[CH:4][CH:5]=3)[N:9]([CH2:11][CH2:12][CH3:13])[N:8]=2)[CH:19]=[CH:18][C:17]=1[OH:20]. The reactants are [Cl:1][C:2]1[CH:3]=[CH:4][CH:5]=[C:6]2[C:10]=1[N:9]([CH2:11][CH2:12][CH3:13])[N:8]=[C:7]2[C:14]1[CH:19]=[CH:18][C:17]([O:20]C)=[C:16]([Cl:22])[CH:15]=1.B(Br)(Br)Br. (5) The reactants are F[C:2]1[CH:24]=[CH:23][C:22]([CH3:25])=[CH:21][C:3]=1[C:4]([N:6]1[CH2:11][CH2:10][N:9]([C:12]([O:14][C:15]([CH3:18])([CH3:17])[CH3:16])=[O:13])[CH2:8][CH:7]1[CH2:19][OH:20])=[O:5].[H-].[Na+]. The catalyst is CN(C)C=O. The product is [CH3:25][C:22]1[CH:23]=[CH:24][C:2]2[O:20][CH2:19][CH:7]3[CH2:8][N:9]([C:12]([O:14][C:15]([CH3:18])([CH3:17])[CH3:16])=[O:13])[CH2:10][CH2:11][N:6]3[C:4](=[O:5])[C:3]=2[CH:21]=1. The yield is 0.459. (6) The reactants are [CH3:1][O:2][C:3](=[O:21])[C:4]1[CH:9]=[C:8]([C:10]#[C:11][Si](C)(C)C)[C:7]([C:16]([F:19])([F:18])[F:17])=[CH:6][C:5]=1[NH2:20].CCCC[N+](CCCC)(CCCC)CCCC.[F-]. The catalyst is C1COCC1. The product is [CH3:1][O:2][C:3](=[O:21])[C:4]1[CH:9]=[C:8]([C:10]#[CH:11])[C:7]([C:16]([F:18])([F:17])[F:19])=[CH:6][C:5]=1[NH2:20]. The yield is 0.550.